Dataset: Full USPTO retrosynthesis dataset with 1.9M reactions from patents (1976-2016). Task: Predict the reactants needed to synthesize the given product. (1) Given the product [O:4]1[C:5]2[CH:11]=[CH:10][CH:9]=[CH:8][C:6]=2[NH:7][C:2](=[O:1])[CH2:3]1, predict the reactants needed to synthesize it. The reactants are: [O:1]=[C:2]1[NH:7][C:6]2[CH:8]=[C:9](C=O)[CH:10]=[CH:11][C:5]=2[O:4][CH2:3]1.COC1C=C2C(N=CC(SCCN3CCC(N)CC3)=N2)=CC=1.C(O)(=O)C.C([BH3-])#N.[Na+]. (2) Given the product [C:11]1([C@@H:17]2[CH2:19][C@H:18]2[NH:20][CH2:22][C:23]([O:25][CH3:26])=[O:24])[CH:16]=[CH:15][CH:14]=[CH:13][CH:12]=1, predict the reactants needed to synthesize it. The reactants are: C(N(CC)C(C)C)(C)C.Cl.[C:11]1([C@@H:17]2[CH2:19][C@H:18]2[NH2:20])[CH:16]=[CH:15][CH:14]=[CH:13][CH:12]=1.Br[CH2:22][C:23]([O:25][CH3:26])=[O:24]. (3) Given the product [Cl:30][C:28]1[CH:27]=[CH:26][C:25]([C:2]2[CH:3]=[CH:4][C:5]([CH2:21][CH3:22])=[C:6]([CH:8]3[C:9](=[O:20])[CH:10]4[CH:15]([CH:14]5[CH2:18][CH2:19][CH:11]4[CH2:12][CH2:13]5)[C:16]3=[O:17])[CH:7]=2)=[C:24]([F:23])[CH:29]=1, predict the reactants needed to synthesize it. The reactants are: Br[C:2]1[CH:3]=[CH:4][C:5]([CH2:21][CH3:22])=[C:6]([CH:8]2[C:16](=[O:17])[CH:15]3[CH:10]([CH:11]4[CH2:19][CH2:18][CH:14]3[CH2:13][CH2:12]4)[C:9]2=[O:20])[CH:7]=1.[F:23][C:24]1[CH:29]=[C:28]([Cl:30])[CH:27]=[CH:26][C:25]=1B(O)O.[F-].[Cs+].COCCOC. (4) Given the product [F:1][C:2]1[C:7]([O:8][CH3:9])=[CH:6][C:5]([O:10][CH3:11])=[C:4]([F:12])[C:3]=1[C:13]1[N:18]=[C:17]2[NH:19][N:20]=[C:21]([C:33]3[CH:34]=[CH:35][C:29]4[O:28][CH:27]([C:25]([N:24]([CH3:23])[CH3:45])=[O:26])[CH2:31][C:30]=4[CH:32]=3)[C:16]2=[CH:15][N:14]=1, predict the reactants needed to synthesize it. The reactants are: [F:1][C:2]1[C:7]([O:8][CH3:9])=[CH:6][C:5]([O:10][CH3:11])=[C:4]([F:12])[C:3]=1[C:13]1[N:18]=[C:17]2[NH:19][N:20]=[C:21](I)[C:16]2=[CH:15][N:14]=1.[CH3:23][N:24]([CH3:45])[C:25]([CH:27]1[CH2:31][C:30]2[CH:32]=[C:33](B3OC(C)(C)C(C)(C)O3)[CH:34]=[CH:35][C:29]=2[O:28]1)=[O:26].ClCCl.P([O-])([O-])([O-])=O.[K+].[K+].[K+]. (5) The reactants are: [Cl:1][C:2]1[CH:10]=[CH:9][CH:8]=[C:7]2[C:3]=1[C:4]([C:15]([OH:17])=O)=[CH:5][N:6]2[CH:11]1[CH2:14][O:13][CH2:12]1.Cl.[CH:19]1([CH:25]([NH2:30])[C:26]([F:29])([F:28])[F:27])[CH2:24][CH2:23][CH2:22][CH2:21][CH2:20]1.C(Cl)CCl.N1(O)C2C=CC=CC=2N=N1.C(N(C(C)C)C(C)C)C. Given the product [Cl:1][C:2]1[CH:10]=[CH:9][CH:8]=[C:7]2[C:3]=1[C:4]([C:15]([NH:30][CH:25]([CH:19]1[CH2:24][CH2:23][CH2:22][CH2:21][CH2:20]1)[C:26]([F:27])([F:28])[F:29])=[O:17])=[CH:5][N:6]2[CH:11]1[CH2:12][O:13][CH2:14]1, predict the reactants needed to synthesize it.